This data is from Forward reaction prediction with 1.9M reactions from USPTO patents (1976-2016). The task is: Predict the product of the given reaction. (1) The product is: [CH2:22]([NH:24][C:25]([NH:1][CH2:2][CH:3]([NH:14][C:15](=[O:21])[O:16][C:17]([CH3:18])([CH3:20])[CH3:19])[C:4]1[CH:9]=[CH:8][CH:7]=[C:6]([C:10]([F:13])([F:12])[F:11])[CH:5]=1)=[O:26])[CH3:23]. Given the reactants [NH2:1][CH2:2][CH:3]([NH:14][C:15](=[O:21])[O:16][C:17]([CH3:20])([CH3:19])[CH3:18])[C:4]1[CH:9]=[CH:8][CH:7]=[C:6]([C:10]([F:13])([F:12])[F:11])[CH:5]=1.[CH2:22]([N:24]=[C:25]=[O:26])[CH3:23], predict the reaction product. (2) The product is: [CH2:3]([O:7][C:8]1[N:9]=[CH:10][N:11]=[C:12]([N:14]2[CH2:19][CH2:18][N:17]([C:29](=[O:30])[CH2:28][NH:27][C:25](=[O:26])[O:24][C:20]([CH3:21])([CH3:22])[CH3:23])[CH2:16][CH2:15]2)[CH:13]=1)[CH:4]([CH3:6])[CH3:5]. Given the reactants Cl.Cl.[CH2:3]([O:7][C:8]1[CH:13]=[C:12]([N:14]2[CH2:19][CH2:18][NH:17][CH2:16][CH2:15]2)[N:11]=[CH:10][N:9]=1)[CH:4]([CH3:6])[CH3:5].[C:20]([O:24][C:25]([NH:27][CH2:28][C:29](O)=[O:30])=[O:26])([CH3:23])([CH3:22])[CH3:21], predict the reaction product.